Dataset: Catalyst prediction with 721,799 reactions and 888 catalyst types from USPTO. Task: Predict which catalyst facilitates the given reaction. (1) Reactant: [CH3:1][S:2](Cl)(=[O:4])=[O:3].[F:6][C:7]([F:14])([F:13])[CH:8]([CH3:12])[CH2:9][CH2:10][OH:11]. Product: [CH3:1][S:2]([O:11][CH2:10][CH2:9][CH:8]([CH3:12])[C:7]([F:14])([F:13])[F:6])(=[O:4])=[O:3]. The catalyst class is: 1. (2) Reactant: [CH3:1][N:2]1[CH:6]=[C:5]([NH:7][C:8]2[N:13]=[C:12]3[N:14]([CH2:17][C:18]4[CH:27]=[CH:26][CH:25]=[CH:24][C:19]=4[C:20]([O:22]C)=[O:21])[N:15]=[CH:16][C:11]3=[CH:10][N:9]=2)[CH:4]=[N:3]1.[OH-].[Na+].Cl. Product: [CH3:1][N:2]1[CH:6]=[C:5]([NH:7][C:8]2[N:13]=[C:12]3[N:14]([CH2:17][C:18]4[CH:27]=[CH:26][CH:25]=[CH:24][C:19]=4[C:20]([OH:22])=[O:21])[N:15]=[CH:16][C:11]3=[CH:10][N:9]=2)[CH:4]=[N:3]1. The catalyst class is: 1. (3) Reactant: [N:1]1[C:10]2[C:5](=[CH:6][CH:7]=[CH:8][CH:9]=2)[CH:4]=[C:3](OS(C2C=CC(C)=CC=2)(=O)=O)[CH:2]=1.[C:22]([C:24]1[CH:29]=[CH:28][C:27]([NH2:30])=[CH:26][CH:25]=1)#[CH:23]. Product: [N:1]1[C:10]2[C:5](=[CH:6][CH:7]=[CH:8][CH:9]=2)[CH:4]=[C:3]([C:23]#[C:22][C:24]2[CH:29]=[CH:28][C:27]([NH2:30])=[CH:26][CH:25]=2)[CH:2]=1. The catalyst class is: 243. (4) Reactant: [CH:1]1[C:9]2[C:8]3[CH:10]=[CH:11][CH:12]=[CH:13][C:7]=3[S:6][C:5]=2[C:4]([C:14]2[CH:19]=[C:18]([C:20]3[C:25]4[S:26][C:27]5[CH:32]=[CH:31][CH:30]=[CH:29][C:28]=5[C:24]=4[CH:23]=[CH:22][CH:21]=3)[CH:17]=[C:16]([C:33]3[C:38]4[S:39][C:40]5[CH:45]=[CH:44][CH:43]=[CH:42][C:41]=5[C:37]=4[CH:36]=[CH:35][CH:34]=3)[C:15]=2[OH:46])=[CH:3][CH:2]=1.[CH2:47]1C[O:50][CH2:49][CH2:48]1.C(N(CC)CC)C.C(Cl)(=O)C=C. Product: [C:49]([O:46][C:15]1[C:14]([C:4]2[C:5]3[S:6][C:7]4[CH:13]=[CH:12][CH:11]=[CH:10][C:8]=4[C:9]=3[CH:1]=[CH:2][CH:3]=2)=[CH:19][C:18]([C:20]2[C:25]3[S:26][C:27]4[CH:32]=[CH:31][CH:30]=[CH:29][C:28]=4[C:24]=3[CH:23]=[CH:22][CH:21]=2)=[CH:17][C:16]=1[C:33]1[C:38]2[S:39][C:40]3[CH:45]=[CH:44][CH:43]=[CH:42][C:41]=3[C:37]=2[CH:36]=[CH:35][CH:34]=1)(=[O:50])[CH:48]=[CH2:47]. The catalyst class is: 46.